Dataset: Full USPTO retrosynthesis dataset with 1.9M reactions from patents (1976-2016). Task: Predict the reactants needed to synthesize the given product. (1) Given the product [CH3:1][N:2]1[C:10]2[C:9]3([CH3:14])[C:11]([CH3:13])([CH3:12])[CH:6]([CH2:7][CH2:8]3)[C:5]=2[C:4]([CH:15]=[O:16])=[N:3]1, predict the reactants needed to synthesize it. The reactants are: [CH3:1][N:2]1[C:10]2[C:9]3([CH3:14])[C:11]([CH3:13])([CH3:12])[CH:6]([CH2:7][CH2:8]3)[C:5]=2[C:4]([CH2:15][OH:16])=[N:3]1. (2) The reactants are: [OH:1][C:2]1[CH:7]=[CH:6][C:5]([C:8]2[CH:13]=[CH:12][C:11]([CH2:14][C:15]([O:17]C)=[O:16])=[CH:10][C:9]=2[CH2:19][CH2:20][CH3:21])=[CH:4][CH:3]=1.Br[CH2:23][C:24]1[C:29]([C:30]([O:32][C:33]([CH3:36])([CH3:35])[CH3:34])=[O:31])=[C:28]([O:37]C(OC(C)(C)C)=O)[C:27]([C:45]([F:48])([F:47])[F:46])=[CH:26][CH:25]=1. Given the product [C:33]([O:32][C:30]([C:29]1[C:28]([OH:37])=[C:27]([C:45]([F:48])([F:47])[F:46])[CH:26]=[CH:25][C:24]=1[CH2:23][O:1][C:2]1[CH:3]=[CH:4][C:5]([C:8]2[CH:13]=[CH:12][C:11]([CH2:14][C:15]([OH:17])=[O:16])=[CH:10][C:9]=2[CH2:19][CH2:20][CH3:21])=[CH:6][CH:7]=1)=[O:31])([CH3:36])([CH3:34])[CH3:35], predict the reactants needed to synthesize it. (3) Given the product [CH2:17]([O:19][C:20](=[O:28])[C:21]1[CH:22]=[CH:23][N:24]=[CH:25][C:26]=1[N:11]1[CH2:12][CH2:13][N:9]([C:5]2[CH:6]=[CH:7][CH:8]=[C:3]([C:2]([F:1])([F:15])[F:16])[CH:4]=2)[C:10]1=[O:14])[CH3:18], predict the reactants needed to synthesize it. The reactants are: [F:1][C:2]([F:16])([F:15])[C:3]1[CH:4]=[C:5]([N:9]2[CH2:13][CH2:12][NH:11][C:10]2=[O:14])[CH:6]=[CH:7][CH:8]=1.[CH2:17]([O:19][C:20](=[O:28])[C:21]1[CH:26]=[CH:25][N:24]=[CH:23][C:22]=1Br)[CH3:18].CN[C@@H]1CCCC[C@H]1NC.P([O-])([O-])([O-])=O.[K+].[K+].[K+]. (4) Given the product [OH:15][CH2:14][C@@H:12]1[CH2:13][C@@:11]1([CH2:10][N:2]([CH3:1])[C:3](=[O:9])[O:4][C:5]([CH3:6])([CH3:7])[CH3:8])[C:23]1[CH:24]=[CH:25][CH:26]=[CH:27][CH:28]=1, predict the reactants needed to synthesize it. The reactants are: [CH3:1][N:2]([CH2:10][C@@:11]1([C:23]2[CH:28]=[CH:27][CH:26]=[CH:25][CH:24]=2)[CH2:13][C@H:12]1[CH2:14][O:15]CC1C=CC=CC=1)[C:3](=[O:9])[O:4][C:5]([CH3:8])([CH3:7])[CH3:6]. (5) Given the product [Cl:18][C:6]1[CH:5]=[C:4]([C:19]2[CH:23]=[C:22]([C:24]([NH:63][CH2:62][CH2:61][CH:60]([C:54]3[CH:59]=[CH:58][CH:57]=[CH:56][CH:55]=3)[C:64]3[CH:69]=[CH:68][CH:67]=[CH:66][CH:65]=3)=[O:26])[NH:21][N:20]=2)[CH:3]=[C:2]([Cl:1])[C:7]=1[OH:8], predict the reactants needed to synthesize it. The reactants are: [Cl:1][C:2]1[CH:3]=[C:4]([C:19]2[CH:23]=[C:22]([C:24]([OH:26])=O)[NH:21][N:20]=2)[CH:5]=[C:6]([Cl:18])[C:7]=1[O:8]CC1C=CC(OC)=CC=1.CCN=C=NCCCN(C)C.Cl.OC1C=CC=C[N+]=1[O-].CN1CCOCC1.[C:54]1([CH:60]([C:64]2[CH:69]=[CH:68][CH:67]=[CH:66][CH:65]=2)[CH2:61][CH2:62][NH2:63])[CH:59]=[CH:58][CH:57]=[CH:56][CH:55]=1.FC(F)(F)C(O)=O. (6) Given the product [Cl:20][C:17]1[CH:18]=[C:19]2[C:14](=[CH:15][CH:16]=1)[NH:13][C:12](=[O:21])[C:11]2=[C:8]1[C:9]2[C:5](=[CH:4][CH:3]=[C:2]([NH:1][S:29]([CH3:28])(=[O:31])=[O:30])[CH:10]=2)[CH2:6][O:7]1, predict the reactants needed to synthesize it. The reactants are: [NH2:1][C:2]1[CH:10]=[C:9]2[C:5]([CH2:6][O:7][C:8]2=[C:11]2[C:19]3[C:14](=[CH:15][CH:16]=[C:17]([Cl:20])[CH:18]=3)[NH:13][C:12]2=[O:21])=[CH:4][CH:3]=1.N1C=CC=CC=1.[CH3:28][S:29](Cl)(=[O:31])=[O:30].O. (7) Given the product [C:12]1([CH3:17])[CH:13]=[CH:14][CH:15]=[CH:16][C:11]=1[C:6]1[C:7]([NH2:8])=[CH:2][N:3]=[CH:4][N:5]=1, predict the reactants needed to synthesize it. The reactants are: Cl[C:2]1[C:7]([N+:8]([O-])=O)=[C:6]([C:11]2[CH:16]=[CH:15][CH:14]=[CH:13][C:12]=2[CH3:17])[N:5]=[CH:4][N:3]=1.[H][H]. (8) Given the product [F:22][C:21]([F:23])([F:24])[C@@:17]([O:16][CH3:15])([C:25]1[CH:30]=[CH:29][CH:28]=[CH:27][CH:26]=1)[C:18]([O:13][C@H:8]([C:5]1[CH:6]=[CH:7][C:2]([Cl:1])=[CH:3][C:4]=1[I:14])[C:9]([F:12])([F:11])[F:10])=[O:19], predict the reactants needed to synthesize it. The reactants are: [Cl:1][C:2]1[CH:7]=[CH:6][C:5]([C@@H:8]([OH:13])[C:9]([F:12])([F:11])[F:10])=[C:4]([I:14])[CH:3]=1.[CH3:15][O:16][C@:17]([C:25]1[CH:30]=[CH:29][CH:28]=[CH:27][CH:26]=1)([C:21]([F:24])([F:23])[F:22])[C:18](Cl)=[O:19].